Dataset: Full USPTO retrosynthesis dataset with 1.9M reactions from patents (1976-2016). Task: Predict the reactants needed to synthesize the given product. (1) Given the product [Br:25][CH2:3][C:4]([C:6]1[CH:11]=[CH:10][C:9]([CH2:12][C@H:13]([NH:17][C:18](=[O:24])[O:19][C:20]([CH3:23])([CH3:22])[CH3:21])[CH2:14][CH2:15][OH:16])=[CH:8][CH:7]=1)=[O:5], predict the reactants needed to synthesize it. The reactants are: C([O:3][C:4]([C:6]1[CH:11]=[CH:10][C:9]([CH2:12][C@H:13]([NH:17][C:18](=[O:24])[O:19][C:20]([CH3:23])([CH3:22])[CH3:21])[CH2:14][CH2:15][OH:16])=[CH:8][CH:7]=1)=[CH2:5])C.[Br:25]NC(=O)CCC(N)=O. (2) Given the product [F:1][C:2]1[CH:7]=[CH:6][CH:5]=[CH:4][C:3]=1[O:8][C:10]1[C:19]2[C:14](=[CH:15][CH:16]=[CH:17][CH:18]=2)[CH:13]=[C:12]([NH:20][C:21]2[CH:25]=[C:24]([CH3:26])[NH:23][N:22]=2)[N:11]=1, predict the reactants needed to synthesize it. The reactants are: [F:1][C:2]1[CH:7]=[CH:6][CH:5]=[CH:4][C:3]=1[OH:8].Cl[C:10]1[C:19]2[C:14](=[CH:15][CH:16]=[CH:17][CH:18]=2)[CH:13]=[C:12]([NH:20][C:21]2[CH:25]=[C:24]([CH3:26])[NH:23][N:22]=2)[N:11]=1. (3) Given the product [Cl:16][C:17]1[CH:18]=[C:19]([CH:23]=[CH:24][C:25]=1[C:26]([F:29])([F:28])[F:27])[C:20]([N:2]([CH3:1])[C:3]1[CH:4]=[N:5][CH:6]=[CH:7][C:8]=1[C:9]1[CH:14]=[CH:13][CH:12]=[CH:11][C:10]=1[CH3:15])=[O:22], predict the reactants needed to synthesize it. The reactants are: [CH3:1][NH:2][C:3]1[CH:4]=[N:5][CH:6]=[CH:7][C:8]=1[C:9]1[CH:14]=[CH:13][CH:12]=[CH:11][C:10]=1[CH3:15].[Cl:16][C:17]1[CH:18]=[C:19]([CH:23]=[CH:24][C:25]=1[C:26]([F:29])([F:28])[F:27])[C:20]([OH:22])=O. (4) Given the product [I:1][C:2]1[CH:3]=[C:4]([CH:8]=[CH:9][CH:10]=1)[C:5]([O:7][CH3:15])=[O:6], predict the reactants needed to synthesize it. The reactants are: [I:1][C:2]1[CH:3]=[C:4]([CH:8]=[CH:9][CH:10]=1)[C:5]([OH:7])=[O:6].O=S(Cl)Cl.[CH3:15]O. (5) Given the product [Br:1][C:2]1[C:3]2[C:4]([C:25](=[O:26])[C:24]3[CH:28]=[CH:29][C:21]([Cl:20])=[CH:22][C:23]=3[I:30])=[C:5]3[CH:14]([CH2:15][C:16]([OH:18])=[O:17])[CH2:13][CH2:12][N:6]3[C:7]=2[CH:8]=[C:9]([F:11])[CH:10]=1, predict the reactants needed to synthesize it. The reactants are: [Br:1][C:2]1[C:3]2[CH:4]=[C:5]3[CH:14]([CH2:15][C:16]([O:18]C)=[O:17])[CH2:13][CH2:12][N:6]3[C:7]=2[CH:8]=[C:9]([F:11])[CH:10]=1.[Cl:20][C:21]1[CH:29]=[CH:28][C:24]([C:25](Cl)=[O:26])=[C:23]([I:30])[CH:22]=1. (6) Given the product [ClH:1].[C:29]([CH2:28][CH2:27][N:24]1[CH:25]=[CH:26][C:22](/[CH:21]=[C:16]2\[CH2:15][N:14]([CH:6]([C:7]3[CH:12]=[CH:11][CH:10]=[CH:9][C:8]=3[F:13])[C:5]([CH:2]3[CH2:4][CH2:3]3)=[O:34])[CH2:19][CH2:18][C@H:17]\2[SH:20])=[N:23]1)([OH:31])=[O:30], predict the reactants needed to synthesize it. The reactants are: [ClH:1].[CH:2]1([C:5](=[O:34])[CH:6]([N:14]2[CH2:19][CH2:18][C@@H:17]([SH:20])/[C:16](=[CH:21]/[C:22]3[CH:26]=[CH:25][N:24]([CH2:27][CH2:28][C:29]([O:31]CC)=[O:30])[N:23]=3)/[CH2:15]2)[C:7]2[CH:12]=[CH:11][CH:10]=[CH:9][C:8]=2[F:13])[CH2:4][CH2:3]1. (7) Given the product [Cl:1][C:2]1[CH:9]=[CH:8][C:5](/[CH:6]=[N:16]/[C:17]2[CH:25]=[CH:24][CH:23]=[C:22]3[C:18]=2[CH2:19][O:20][C:21]3=[O:26])=[CH:4][CH:3]=1, predict the reactants needed to synthesize it. The reactants are: [Cl:1][C:2]1[CH:9]=[CH:8][C:5]([CH:6]=O)=[CH:4][CH:3]=1.S([O-])([O-])(=O)=O.[Mg+2].[NH2:16][C:17]1[CH:25]=[CH:24][CH:23]=[C:22]2[C:18]=1[CH2:19][O:20][C:21]2=[O:26].